From a dataset of M1 muscarinic receptor antagonist screen with 61,756 compounds. Binary Classification. Given a drug SMILES string, predict its activity (active/inactive) in a high-throughput screening assay against a specified biological target. The drug is S(c1nc(nc2c3c(oc12)cccc3)C)CCO. The result is 0 (inactive).